Predict the reactants needed to synthesize the given product. From a dataset of Full USPTO retrosynthesis dataset with 1.9M reactions from patents (1976-2016). (1) Given the product [OH:3][CH2:4][CH2:6][N:7]([CH2:54][C:51]1[CH:50]=[CH:49][C:48]([CH:45]2[CH2:44][CH2:43][N:42]([CH3:40])[CH2:47][CH2:46]2)=[CH:53][CH:52]=1)[C:8]1[CH:13]=[C:12]([O:14][CH3:15])[C:11]([O:16][CH3:17])=[CH:10][C:9]=1[C@@H:18]1[CH2:27][CH2:26][C:25]2[CH:24]=[C:23]([OH:28])[CH:22]=[CH:21][C:20]=2[CH2:19]1, predict the reactants needed to synthesize it. The reactants are: C([O:3][C:4]([CH2:6][NH:7][C:8]1[CH:13]=[C:12]([O:14][CH3:15])[C:11]([O:16][CH3:17])=[CH:10][C:9]=1[C@@H:18]1[CH2:27][CH2:26][C:25]2[CH:24]=[C:23]([O:28]C(=O)C(C)(C)C)[CH:22]=[CH:21][C:20]=2[CH2:19]1)=O)C.C(O[C:40]([N:42]1[CH2:47][CH2:46][CH:45]([C:48]2[CH:53]=[CH:52][C:51]([C:54](O)=O)=[CH:50][CH:49]=2)[CH2:44][CH2:43]1)=O)(C)(C)C. (2) Given the product [CH2:1]([N:5]1[C:9]([CH:10]([OH:11])[CH3:18])=[CH:8][N:7]=[C:6]1[C:12]1[CH:17]=[CH:16][CH:15]=[CH:14][CH:13]=1)[CH2:2][CH2:3][CH3:4], predict the reactants needed to synthesize it. The reactants are: [CH2:1]([N:5]1[C:9]([CH:10]=[O:11])=[CH:8][N:7]=[C:6]1[C:12]1[CH:17]=[CH:16][CH:15]=[CH:14][CH:13]=1)[CH2:2][CH2:3][CH3:4].[CH3:18][Li].